Dataset: Catalyst prediction with 721,799 reactions and 888 catalyst types from USPTO. Task: Predict which catalyst facilitates the given reaction. (1) Reactant: [CH2:1]([O:3][C:4](=[O:31])[C:5]([O:23][C:24]1[CH:29]=[CH:28][CH:27]=[C:26]([Br:30])[CH:25]=1)([CH3:22])[CH:6]([C:8]1[CH:13]=[CH:12][C:11]([O:14][CH2:15][C:16]2[CH:21]=[CH:20][CH:19]=[CH:18][CH:17]=2)=[CH:10][CH:9]=1)O)[CH3:2].C([SiH](CC)CC)C.B(F)(F)F.CCOCC. Product: [CH2:1]([O:3][C:4](=[O:31])[C:5]([O:23][C:24]1[CH:29]=[CH:28][CH:27]=[C:26]([Br:30])[CH:25]=1)([CH3:22])[CH2:6][C:8]1[CH:9]=[CH:10][C:11]([O:14][CH2:15][C:16]2[CH:21]=[CH:20][CH:19]=[CH:18][CH:17]=2)=[CH:12][CH:13]=1)[CH3:2]. The catalyst class is: 2. (2) Product: [NH2:1][C:2]1[C:3]([Br:16])=[CH:4][C:5]([C:9](=[O:15])/[CH:10]=[CH:11]/[C:12]([O:14][CH3:17])=[O:13])=[CH:6][C:7]=1[Br:8]. Reactant: [NH2:1][C:2]1[C:7]([Br:8])=[CH:6][C:5]([C:9](=[O:15])/[CH:10]=[CH:11]/[C:12]([OH:14])=[O:13])=[CH:4][C:3]=1[Br:16].[CH3:17][Si](C)(C)Cl. The catalyst class is: 5.